This data is from Forward reaction prediction with 1.9M reactions from USPTO patents (1976-2016). The task is: Predict the product of the given reaction. (1) Given the reactants C(N(C(C)C)CC)(C)C.[Cl:10][C:11]1[CH:12]=[CH:13][C:14]2[N:19]=[C:18]([C:20]3[C:29]4[C:24](=[CH:25][CH:26]=[CH:27][CH:28]=4)[CH:23]=[CH:22][CH:21]=3)[O:17][C:16](=[O:30])[C:15]=2[CH:31]=1.[NH2:32][CH:33]1[CH2:38][CH2:37][O:36][CH2:35][CH2:34]1, predict the reaction product. The product is: [Cl:10][C:11]1[CH:12]=[CH:13][C:14]([NH:19][C:18]([C:20]2[C:29]3[C:24](=[CH:25][CH:26]=[CH:27][CH:28]=3)[CH:23]=[CH:22][CH:21]=2)=[O:17])=[C:15]([C:16]([NH:32][CH:33]2[CH2:38][CH2:37][O:36][CH2:35][CH2:34]2)=[O:30])[CH:31]=1. (2) Given the reactants FC(F)(F)C(O)=O.[Cl:8][C:9]1[CH:14]=[C:13]2[NH:15][C:16](=[O:38])[C:17]3([CH:21]([C:22]4[CH:27]=[C:26]([F:28])[CH:25]=[C:24]([Cl:29])[CH:23]=4)[CH:20]([C:30](O)=[O:31])[NH:19][CH:18]3[CH2:33][C:34]([CH3:37])([CH3:36])[CH3:35])[C:12]2=[CH:11][CH:10]=1.C(N(C(C)C)CC)(C)C.C1(P(Cl)(C2C=CC=CC=2)=O)C=CC=CC=1.[NH2:63][C:64]1[CH:71]=[CH:70][C:67]([C:68]#[N:69])=[CH:66][CH:65]=1, predict the reaction product. The product is: [C:68]([C:67]1[CH:70]=[CH:71][C:64]([NH:63][C:30]([CH:20]2[NH:19][CH:18]([CH2:33][C:34]([CH3:37])([CH3:35])[CH3:36])[C:17]3([C:12]4[C:13](=[CH:14][C:9]([Cl:8])=[CH:10][CH:11]=4)[NH:15][C:16]3=[O:38])[CH:21]2[C:22]2[CH:27]=[C:26]([F:28])[CH:25]=[C:24]([Cl:29])[CH:23]=2)=[O:31])=[CH:65][CH:66]=1)#[N:69]. (3) The product is: [C:4]([O:3][C:1]([NH:2][C:16]1[CH:17]=[C:18]([C:21]([O:23][CH3:24])=[O:22])[O:19][CH:20]=1)=[O:8])([CH3:7])([CH3:6])[CH3:5]. Given the reactants [C:1](=[O:8])([O:3][C:4]([CH3:7])([CH3:6])[CH3:5])[NH2:2].C(=O)([O-])[O-].[K+].[K+].Br[C:16]1[CH:17]=[C:18]([C:21]([O:23][CH3:24])=[O:22])[O:19][CH:20]=1.CNCCNC, predict the reaction product. (4) Given the reactants FC(F)(F)C(O)=O.[CH2:8]([NH:15][C:16](=[O:33])[C@@H:17]([NH:25]C(=O)OC(C)(C)C)[CH2:18][S:19][S:20][C:21]([CH3:24])([CH3:23])[CH3:22])[C:9]1[CH:14]=[CH:13][CH:12]=[CH:11][CH:10]=1, predict the reaction product. The product is: [NH2:25][C@@H:17]([CH2:18][S:19][S:20][C:21]([CH3:24])([CH3:23])[CH3:22])[C:16]([NH:15][CH2:8][C:9]1[CH:10]=[CH:11][CH:12]=[CH:13][CH:14]=1)=[O:33]. (5) Given the reactants [N:1]1[CH:6]=[CH:5][CH:4]=[CH:3][C:2]=1[C:7]1[CH:14]=[CH:13][C:10]([CH:11]=O)=[CH:9][CH:8]=1.[C:15]([O:19][C:20]([CH3:23])([CH3:22])[CH3:21])(=[O:18])[NH:16][NH2:17].O, predict the reaction product. The product is: [N:1]1[CH:6]=[CH:5][CH:4]=[CH:3][C:2]=1[C:7]1[CH:14]=[CH:13][C:10](/[CH:11]=[N:17]/[NH:16][C:15]([O:19][C:20]([CH3:23])([CH3:22])[CH3:21])=[O:18])=[CH:9][CH:8]=1. (6) Given the reactants Cl.[CH:2]([NH:5][C:6](=[O:27])[NH:7][C:8]1[CH:13]=[C:12]([C:14]2[S:15][CH:16]=[CH:17][CH:18]=2)[CH:11]=[CH:10][C:9]=1[NH:19]C(=O)OC(C)(C)C)([CH3:4])[CH3:3], predict the reaction product. The product is: [NH2:19][C:9]1[CH:10]=[CH:11][C:12]([C:14]2[S:15][CH:16]=[CH:17][CH:18]=2)=[CH:13][C:8]=1[NH:7][C:6]([NH:5][CH:2]([CH3:4])[CH3:3])=[O:27]. (7) Given the reactants [Br:1][C:2]1[CH:3]=[C:4]2[C:10](I)=[N:9][N:8]([CH:12]3[CH2:17][CH2:16][CH2:15][CH2:14][O:13]3)[C:5]2=[CH:6][N:7]=1.[F:18][C:19]1[CH:24]=[CH:23][CH:22]=[CH:21][C:20]=1B(O)O.C(=O)([O-])[O-].[Na+].[Na+].COCCOC, predict the reaction product. The product is: [Br:1][C:2]1[CH:3]=[C:4]2[C:10]([C:20]3[CH:21]=[CH:22][CH:23]=[CH:24][C:19]=3[F:18])=[N:9][N:8]([CH:12]3[CH2:17][CH2:16][CH2:15][CH2:14][O:13]3)[C:5]2=[CH:6][N:7]=1.